Dataset: Aqueous solubility values for 9,982 compounds from the AqSolDB database. Task: Regression/Classification. Given a drug SMILES string, predict its absorption, distribution, metabolism, or excretion properties. Task type varies by dataset: regression for continuous measurements (e.g., permeability, clearance, half-life) or binary classification for categorical outcomes (e.g., BBB penetration, CYP inhibition). For this dataset (solubility_aqsoldb), we predict Y. (1) The molecule is [O-2].[O-2].[O-2].[Sm+3].[Sm+3]. The Y is -5.56 log mol/L. (2) The compound is CCCCCOC(=O)c1ccc(O)cc1. The Y is -3.81 log mol/L. (3) The drug is O=[N+]([O-])c1cc([N+](=O)[O-])c(Cl)c([N+](=O)[O-])c1. The Y is -2.67 log mol/L. (4) The compound is CC(C)c1cccc2ccccc12. The Y is -4.78 log mol/L. (5) The compound is Nc1c(I)c(C(=O)[O-])c(I)c(C(=O)[O-])c1I. The Y is -1.57 log mol/L. (6) The compound is Brc1cccc(Nc2ncnc3cc4[nH]ccc4cc23)c1. The Y is -2.82 log mol/L. (7) The molecule is NS(=O)(=O)c1ccc(NC2O[C@H](CO)[C@@H](O)[C@H](O)[C@@H]2O)cc1. The Y is -0.980 log mol/L. (8) The compound is CC(C)CCl. The Y is -2.00 log mol/L.